This data is from Forward reaction prediction with 1.9M reactions from USPTO patents (1976-2016). The task is: Predict the product of the given reaction. (1) Given the reactants [Cl:1][C:2]1[CH:3]=[C:4]2[C:9](=[CH:10][CH:11]=1)[CH:8]=[C:7]([S:12](Cl)(=O)=O)[CH:6]=[CH:5]2.[H-].[H-].[H-].[H-].[Li+].[Al+3].C(OCC)(=O)C.Cl, predict the reaction product. The product is: [Cl:1][C:2]1[CH:3]=[C:4]2[C:9](=[CH:10][CH:11]=1)[CH:8]=[C:7]([SH:12])[CH:6]=[CH:5]2. (2) Given the reactants Br[C:2]1[C:7]2[O:8][CH2:9][O:10][C:6]=2[CH:5]=[C:4]([C:11]2[S:15][C:14]([NH:16][C:17](=[O:26])[C:18]3[C:23]([F:24])=[CH:22][CH:21]=[CH:20][C:19]=3[F:25])=[N:13][C:12]=2[CH3:27])[CH:3]=1.[CH3:28][N:29](C=O)C, predict the reaction product. The product is: [C:28]([C:2]1[C:7]2[O:8][CH2:9][O:10][C:6]=2[CH:5]=[C:4]([C:11]2[S:15][C:14]([NH:16][C:17](=[O:26])[C:18]3[C:23]([F:24])=[CH:22][CH:21]=[CH:20][C:19]=3[F:25])=[N:13][C:12]=2[CH3:27])[CH:3]=1)#[N:29]. (3) Given the reactants Cl[C:2]1[C:3]2[S:23](=[O:24])[CH2:22][CH2:21][C:4]=2[N:5]=[C:6]([N:8]2[CH2:13][CH2:12][N:11]([C:14]3[CH:19]=[CH:18][C:17]([Cl:20])=[CH:16][CH:15]=3)[CH2:10][CH2:9]2)[N:7]=1.FC(F)(F)C(O)=O.[OH:32][CH2:33][C@H:34]1[NH:38][CH2:37][C@H:36]([OH:39])[CH2:35]1.C(N(C(C)C)CC)(C)C.O, predict the reaction product. The product is: [Cl:20][C:17]1[CH:18]=[CH:19][C:14]([N:11]2[CH2:12][CH2:13][N:8]([C:6]3[N:7]=[C:2]([N:38]4[C@H:34]([CH2:33][OH:32])[CH2:35][C@@H:36]([OH:39])[CH2:37]4)[C:3]4[S:23](=[O:24])[CH2:22][CH2:21][C:4]=4[N:5]=3)[CH2:9][CH2:10]2)=[CH:15][CH:16]=1. (4) Given the reactants [F:1][C:2]1[CH:3]=[C:4]([N+:9]([O-:11])=[O:10])[CH:5]=[CH:6][C:7]=1F.[N:12]1([CH2:18][CH2:19][OH:20])[CH2:17][CH2:16][NH:15][CH2:14][CH2:13]1, predict the reaction product. The product is: [F:1][C:2]1[CH:3]=[C:4]([N+:9]([O-:11])=[O:10])[CH:5]=[CH:6][C:7]=1[N:15]1[CH2:16][CH2:17][N:12]([CH2:18][CH2:19][OH:20])[CH2:13][CH2:14]1. (5) Given the reactants Cl[CH2:2][C:3]([NH:5][C@@H:6]([CH3:11])[C:7]([O:9][CH3:10])=[O:8])=[O:4].[Cl:12][C:13]1[CH:19]=[CH:18][C:16]([NH2:17])=[CH:15][CH:14]=1.C(N(CC)CC)C, predict the reaction product. The product is: [Cl:12][C:13]1[CH:19]=[CH:18][C:16]([NH:17][CH2:2][C:3]([NH:5][C@@H:6]([CH3:11])[C:7]([O:9][CH3:10])=[O:8])=[O:4])=[CH:15][CH:14]=1. (6) Given the reactants C(OC(=O)[NH:7][C:8]1[CH:13]=[CH:12][C:11]([C:14]2C=C[C:17]([F:20])=[CH:16][C:15]=2F)=[CH:10][C:9]=1[NH:22][C:23](=[O:38])[CH2:24][C:25](=O)[C:26]1[CH:31]=[CH:30][CH:29]=[C:28]([N:32]2[CH:36]=[CH:35][N:34]=[N:33]2)[CH:27]=1)(C)(C)C.[C:40](O)([C:42]([F:45])(F)F)=O, predict the reaction product. The product is: [F:45][C:42]1[CH:40]=[C:17]([F:20])[CH:16]=[CH:15][C:14]=1[C:11]1[CH:12]=[CH:13][C:8]2[N:7]=[C:25]([C:26]3[CH:31]=[CH:30][CH:29]=[C:28]([N:32]4[CH:36]=[CH:35][N:34]=[N:33]4)[CH:27]=3)[CH2:24][C:23](=[O:38])[NH:22][C:9]=2[CH:10]=1.